This data is from Catalyst prediction with 721,799 reactions and 888 catalyst types from USPTO. The task is: Predict which catalyst facilitates the given reaction. (1) Reactant: [N:1]([C@H:4]1[CH2:9][N:8]([C:10]([O:12][C:13]([CH3:16])([CH3:15])[CH3:14])=[O:11])[C@@H:7]([CH2:17][C:18]2([OH:24])[CH2:23][CH2:22][O:21][CH2:20][CH2:19]2)[CH2:6][CH2:5]1)=[N+]=[N-]. Product: [NH2:1][C@H:4]1[CH2:9][N:8]([C:10]([O:12][C:13]([CH3:15])([CH3:16])[CH3:14])=[O:11])[C@@H:7]([CH2:17][C:18]2([OH:24])[CH2:19][CH2:20][O:21][CH2:22][CH2:23]2)[CH2:6][CH2:5]1. The catalyst class is: 43. (2) Reactant: [S-:1][C:2]#[N:3].[K+].[NH2:5][C:6]1[CH:7]=[CH:8][C:9]([O:12][C:13]2[CH:18]=[CH:17][C:16]([NH:19][C:20](=[O:26])[O:21][C:22]([CH3:25])([CH3:24])[CH3:23])=[CH:15][C:14]=2[F:27])=[N:10][CH:11]=1.BrBr. Product: [NH2:3][C:2]1[S:1][C:11]2[C:6]([N:5]=1)=[CH:7][CH:8]=[C:9]([O:12][C:13]1[CH:18]=[CH:17][C:16]([NH:19][C:20](=[O:26])[O:21][C:22]([CH3:23])([CH3:24])[CH3:25])=[CH:15][C:14]=1[F:27])[N:10]=2. The catalyst class is: 15. (3) Reactant: [CH3:1][O:2][C:3](=[O:21])[CH2:4][C:5]1[CH:10]=[CH:9][C:8]([NH:11][C:12]2[C:17]([N+:18]([O-])=O)=[CH:16][CH:15]=[CH:14][N:13]=2)=[CH:7][CH:6]=1. Product: [CH3:1][O:2][C:3](=[O:21])[CH2:4][C:5]1[CH:6]=[CH:7][C:8]([NH:11][C:12]2[C:17]([NH2:18])=[CH:16][CH:15]=[CH:14][N:13]=2)=[CH:9][CH:10]=1. The catalyst class is: 94.